Dataset: Forward reaction prediction with 1.9M reactions from USPTO patents (1976-2016). Task: Predict the product of the given reaction. Given the reactants [CH:1]([Si:4]([CH:19]([CH3:21])[CH3:20])([CH:16]([CH3:18])[CH3:17])[O:5][CH2:6][CH2:7][C:8]1[CH:9]=[C:10]([CH:13]=[CH:14][CH:15]=1)[CH:11]=O)([CH3:3])[CH3:2].[CH2:22]1[C:27](=[O:28])[CH2:26][C:24](=[O:25])[CH2:23]1.N1CCC[C@H]1C(O)=O.CC1NC(C)=C(C(OCC)=O)CC=1C(OCC)=O, predict the reaction product. The product is: [OH:25][C:24]1[CH2:23][CH2:22][C:27](=[O:28])[C:26]=1[CH2:11][C:10]1[CH:13]=[CH:14][CH:15]=[C:8]([CH2:7][CH2:6][O:5][Si:4]([CH:19]([CH3:21])[CH3:20])([CH:1]([CH3:3])[CH3:2])[CH:16]([CH3:18])[CH3:17])[CH:9]=1.